This data is from Full USPTO retrosynthesis dataset with 1.9M reactions from patents (1976-2016). The task is: Predict the reactants needed to synthesize the given product. (1) Given the product [CH3:1][O:2][C:3]1[CH:4]=[C:5]2[C:10](=[CH:11][C:12]=1[O:13][CH3:14])[N:9]=[CH:8][N:7]=[C:6]2[O:15][C:16]1[CH:22]=[CH:21][C:19]([NH:20][C:38](=[O:40])[O:57][CH:55]([C:54]2[CH:58]=[CH:59][C:51]([O:50][CH3:49])=[CH:52][CH:53]=2)[CH3:56])=[CH:18][CH:17]=1, predict the reactants needed to synthesize it. The reactants are: [CH3:1][O:2][C:3]1[CH:4]=[C:5]2[C:10](=[CH:11][C:12]=1[O:13][CH3:14])[N:9]=[CH:8][N:7]=[C:6]2[O:15][C:16]1[CH:22]=[CH:21][C:19]([NH2:20])=[CH:18][CH:17]=1.C1(C)C=CC=CC=1.C(N(CC)CC)C.Cl[C:38](Cl)([O:40]C(=O)OC(Cl)(Cl)Cl)Cl.[CH3:49][O:50][C:51]1[CH:59]=[CH:58][C:54]([CH:55]([OH:57])[CH3:56])=[CH:53][CH:52]=1. (2) The reactants are: C12CCC(CC1)CN(C(C[N:13]1[C:19]3[CH:20]=[CH:21][CH:22]=[CH:23][C:18]=3[C:17]([CH2:24][CH:25]3[CH2:30][CH2:29][CH2:28][CH2:27][CH2:26]3)=[N:16][CH:15](NC(OCC3C=CC=CC=3)=O)[C:14]1=[O:42])=O)C2. Given the product [CH:25]1([CH2:24][C:17]2[C:18]3[CH:23]=[CH:22][CH:21]=[CH:20][C:19]=3[NH:13][C:14](=[O:42])[CH2:15][N:16]=2)[CH2:26][CH2:27][CH2:28][CH2:29][CH2:30]1, predict the reactants needed to synthesize it. (3) Given the product [Cl:17][C:13]1[CH:12]=[C:11]([C@@:9]([OH:10])([C@@H:18]2[CH2:23][CH2:22][CH2:21][NH:20][CH2:19]2)[CH2:8][CH2:7][CH2:6][NH:5][C:3](=[O:4])[O:2][CH3:1])[CH:16]=[CH:15][CH:14]=1, predict the reactants needed to synthesize it. The reactants are: [CH3:1][O:2][C:3]([NH:5][CH2:6][CH2:7][CH2:8][C@:9]([C@@H:18]1[CH2:23][CH2:22][CH2:21][N:20](C(OC(C)(C)C)=O)[CH2:19]1)([C:11]1[CH:16]=[CH:15][CH:14]=[C:13]([Cl:17])[CH:12]=1)[OH:10])=[O:4].Cl.